Dataset: Forward reaction prediction with 1.9M reactions from USPTO patents (1976-2016). Task: Predict the product of the given reaction. (1) Given the reactants [C:1]([C:5]1[NH:6][C:7]2[C:12]([CH:13]=1)=[CH:11][C:10]([NH:14][CH3:15])=[CH:9][CH:8]=2)([CH3:4])([CH3:3])[CH3:2].[O:16]1[C:20]2[CH:21]=[CH:22][C:23]([C:25]3([C:28]([OH:30])=O)[CH2:27][CH2:26]3)=[CH:24][C:19]=2[O:18][CH2:17]1.C(N(CC)CC)C, predict the reaction product. The product is: [O:16]1[C:20]2[CH:21]=[CH:22][C:23]([C:25]3([C:28]([N:14]([C:10]4[CH:11]=[C:12]5[C:7](=[CH:8][CH:9]=4)[NH:6][C:5]([C:1]([CH3:4])([CH3:3])[CH3:2])=[CH:13]5)[CH3:15])=[O:30])[CH2:26][CH2:27]3)=[CH:24][C:19]=2[O:18][CH2:17]1. (2) Given the reactants [F:1][C:2]1[C:7]([OH:8])=[C:6]([F:9])[C:5]([F:10])=[C:4]([F:11])[C:3]=1[F:12].N1C=CC=CC=1.Cl[C:20](=[O:25])[C:21]([O:23][CH3:24])=[O:22], predict the reaction product. The product is: [C:20]([O:8][C:7]1[C:2]([F:1])=[C:3]([F:12])[C:4]([F:11])=[C:5]([F:10])[C:6]=1[F:9])(=[O:25])[C:21]([O:23][CH3:24])=[O:22]. (3) Given the reactants [Li+].[OH-].C([O:5][C:6](=[O:20])[CH2:7][NH:8][C:9](=[O:19])[CH2:10][CH2:11][C:12]1[CH:17]=[CH:16][C:15]([OH:18])=[CH:14][CH:13]=1)C, predict the reaction product. The product is: [OH:18][C:15]1[CH:16]=[CH:17][C:12]([CH2:11][CH2:10][C:9]([NH:8][CH2:7][C:6]([OH:20])=[O:5])=[O:19])=[CH:13][CH:14]=1. (4) Given the reactants [Cl:1][C:2]1[CH:3]=[C:4]([C:9]2[CH:13]=[CH:12][N:11]([CH2:14][CH2:15][N:16]3C(=O)C4C(=CC=CC=4)C3=O)[N:10]=2)[CH:5]=[CH:6][C:7]=1[Cl:8].O.NN.O, predict the reaction product. The product is: [Cl:1][C:2]1[CH:3]=[C:4]([C:9]2[CH:13]=[CH:12][N:11]([CH2:14][CH2:15][NH2:16])[N:10]=2)[CH:5]=[CH:6][C:7]=1[Cl:8].